This data is from NCI-60 drug combinations with 297,098 pairs across 59 cell lines. The task is: Regression. Given two drug SMILES strings and cell line genomic features, predict the synergy score measuring deviation from expected non-interaction effect. Drug 1: C1CCC(CC1)NC(=O)N(CCCl)N=O. Drug 2: COCCOC1=C(C=C2C(=C1)C(=NC=N2)NC3=CC=CC(=C3)C#C)OCCOC.Cl. Cell line: HOP-62. Synergy scores: CSS=11.3, Synergy_ZIP=5.10, Synergy_Bliss=9.16, Synergy_Loewe=5.60, Synergy_HSA=6.21.